Dataset: Peptide-MHC class II binding affinity with 134,281 pairs from IEDB. Task: Regression. Given a peptide amino acid sequence and an MHC pseudo amino acid sequence, predict their binding affinity value. This is MHC class II binding data. (1) The peptide sequence is TGEAHLAEENEGDNA. The MHC is DRB1_1101 with pseudo-sequence DRB1_1101. The binding affinity (normalized) is 0.0220. (2) The peptide sequence is KFWGKYLYEIARRHP. The MHC is HLA-DPA10301-DPB10402 with pseudo-sequence HLA-DPA10301-DPB10402. The binding affinity (normalized) is 0.569. (3) The MHC is DRB3_0202 with pseudo-sequence DRB3_0202. The binding affinity (normalized) is 0.123. The peptide sequence is FSGVAATESAYLAYR. (4) The peptide sequence is GRGGWCYYAAAQKEV. The MHC is HLA-DQA10601-DQB10402 with pseudo-sequence HLA-DQA10601-DQB10402. The binding affinity (normalized) is 0.253.